Dataset: Forward reaction prediction with 1.9M reactions from USPTO patents (1976-2016). Task: Predict the product of the given reaction. (1) Given the reactants [ClH:1].Cl.[N:3]1[CH:8]=[CH:7][CH:6]=[CH:5][C:4]=1[N:9]([CH2:33][C:34]([O:36]CC)=[O:35])[C:10]([C:12]1[CH:32]=[CH:31][C:15]2[N:16]([CH3:30])[C:17]([CH2:19][CH2:20][C:21]3[CH:26]=[CH:25][C:24]([C:27](=[NH:29])[NH2:28])=[CH:23][CH:22]=3)=[N:18][C:14]=2[CH:13]=1)=[O:11].[OH-].[Na+], predict the reaction product. The product is: [ClH:1].[N:3]1[CH:8]=[CH:7][CH:6]=[CH:5][C:4]=1[N:9]([CH2:33][C:34]([OH:36])=[O:35])[C:10]([C:12]1[CH:32]=[CH:31][C:15]2[N:16]([CH3:30])[C:17]([CH2:19][CH2:20][C:21]3[CH:26]=[CH:25][C:24]([C:27](=[NH:28])[NH2:29])=[CH:23][CH:22]=3)=[N:18][C:14]=2[CH:13]=1)=[O:11]. (2) Given the reactants COC1C=[CH:29][C:6]([CH2:7][NH:8][CH2:9][CH2:10][NH:11][C:12]([C:14]2[S:15][CH:16]=[CH:17][C:18]=2[NH:19][C:20]2[CH:25]=[CH:24][N:23]=[C:22]3[NH:26][CH:27]=[CH:28][C:21]=23)=[O:13])=[CH:5][CH:4]=1.[S:31]1C=CC(C=O)=C1, predict the reaction product. The product is: [S:31]1[CH:4]=[CH:5][C:6]([CH2:7][NH:8][CH2:9][CH2:10][NH:11][C:12]([C:14]2[S:15][CH:16]=[CH:17][C:18]=2[NH:19][C:20]2[CH:25]=[CH:24][N:23]=[C:22]3[NH:26][CH:27]=[CH:28][C:21]=23)=[O:13])=[CH:29]1. (3) Given the reactants ClCC1C=CC(C#N)=CC=1.Br[CH2:12][C:13]1[N:17]=[C:16]([CH3:18])[N:15]([C:19]2[CH:24]=[CH:23][CH:22]=[CH:21][CH:20]=2)[N:14]=1.[CH2:25]([NH:32][C:33]([C:35]1[S:39][C:38]([N:40]2[CH2:44][CH2:43][NH:42][C:41]2=[O:45])=[N:37][C:36]=1[CH3:46])=[O:34])[C:26]1[CH:31]=[CH:30][CH:29]=[CH:28][CH:27]=1, predict the reaction product. The product is: [CH2:25]([NH:32][C:33]([C:35]1[S:39][C:38]([N:40]2[CH2:44][CH2:43][N:42]([CH2:12][C:13]3[N:17]=[C:16]([CH3:18])[N:15]([C:19]4[CH:24]=[CH:23][CH:22]=[CH:21][CH:20]=4)[N:14]=3)[C:41]2=[O:45])=[N:37][C:36]=1[CH3:46])=[O:34])[C:26]1[CH:31]=[CH:30][CH:29]=[CH:28][CH:27]=1. (4) Given the reactants [Cl:1][C:2]1[CH:7]=[C:6]([O:8]C)[CH:5]=[C:4]([Cl:10])[C:3]=1[N:11]1[CH2:16][CH2:15][N:14]([C:17]([O:19][C:20]([CH3:23])([CH3:22])[CH3:21])=[O:18])[CH2:13][CH2:12]1.C[S-].[Na+], predict the reaction product. The product is: [Cl:10][C:4]1[CH:5]=[C:6]([OH:8])[CH:7]=[C:2]([Cl:1])[C:3]=1[N:11]1[CH2:16][CH2:15][N:14]([C:17]([O:19][C:20]([CH3:23])([CH3:22])[CH3:21])=[O:18])[CH2:13][CH2:12]1. (5) Given the reactants [CH3:1][O:2][C:3](=[O:26])[CH2:4][CH2:5][N:6]1[CH2:11][CH2:10][N:9]([C:12]2[CH:17]=[CH:16][C:15]([O:18][C:19]3[CH:24]=[CH:23][C:22](I)=[CH:21][CH:20]=3)=[CH:14][CH:13]=2)[CH2:8][CH2:7]1.[S:27]1[CH:31]=[CH:30][C:29](B(O)O)=[CH:28]1.C1(P(C2C=CC=CC=2)C2C=CC=CC=2)C=CC=CC=1.C(=O)([O-])[O-].[K+].[K+], predict the reaction product. The product is: [CH3:1][O:2][C:3](=[O:26])[CH2:4][CH2:5][N:6]1[CH2:11][CH2:10][N:9]([C:12]2[CH:17]=[CH:16][C:15]([O:18][C:19]3[CH:24]=[CH:23][C:22]([C:29]4[CH:30]=[CH:31][S:27][CH:28]=4)=[CH:21][CH:20]=3)=[CH:14][CH:13]=2)[CH2:8][CH2:7]1. (6) The product is: [Cl:1][C:2]1[N:7]=[CH:6][C:5]([CH:9]([N:11]([C:12]2[CH:17]=[CH:16][C:15]([O:18][CH3:19])=[CH:14][C:13]=2[F:20])[C:28]([NH:27][C:21]2[CH:26]=[CH:25][CH:24]=[CH:23][CH:22]=2)=[O:29])[CH3:10])=[CH:4][N:3]=1. Given the reactants [Cl:1][C:2]1[N:7]=[C:6](Cl)[C:5]([CH:9]([NH:11][C:12]2[CH:17]=[CH:16][C:15]([O:18][CH3:19])=[CH:14][C:13]=2[F:20])[CH3:10])=[CH:4][N:3]=1.[C:21]1([N:27]=[C:28]=[O:29])[CH:26]=[CH:25][CH:24]=[CH:23][CH:22]=1, predict the reaction product. (7) Given the reactants [NH2:1][C:2]1[CH:9]=[C:8]([N:10]2[CH2:15][CH2:14][O:13][CH2:12][CH2:11]2)[CH:7]=[CH:6][C:3]=1[C:4]#[N:5].P12(SP3(SP(SP(S3)(S1)=S)(=S)S2)=S)=S.[CH2:30](N)[CH2:31][NH2:32], predict the reaction product. The product is: [NH:5]1[CH2:30][CH2:31][N:32]=[C:4]1[C:3]1[CH:6]=[CH:7][C:8]([N:10]2[CH2:11][CH2:12][O:13][CH2:14][CH2:15]2)=[CH:9][C:2]=1[NH2:1].